From a dataset of Reaction yield outcomes from USPTO patents with 853,638 reactions. Predict the reaction yield, written as a fraction of the theoretical maximum amount of product (1.0 means a 100% yield; for example, 0.34 means a 34% yield). (1) The product is [CH:23]([C:16]1[C:17]2[C:22](=[CH:21][CH:20]=[CH:19][CH:18]=2)[C:13]([CH2:12][N:3]2[C:2](=[O:1])[C:10]3[C:5](=[CH:6][CH:7]=[CH:8][CH:9]=3)[C:25]2=[O:28])=[CH:14][CH:15]=1)=[CH2:32]. The catalyst is [Br-].C[P+](C1C=CC=CC=1)(C1C=CC=CC=1)C1C=CC=CC=1. The yield is 0.670. The reactants are [O:1]=[C:2]1[C:10]2[C:5](=[CH:6][CH:7]=[CH:8][CH:9]=2)C(=O)[N:3]1[CH2:12][C:13]1[C:22]2[C:17](=[CH:18][CH:19]=[CH:20][CH:21]=2)[C:16]([CH:23]=O)=[CH:15][CH:14]=1.[C:25]([O-:28])([O-])=O.[K+].[K+].O1CCOC[CH2:32]1. (2) The reactants are B([O-])([O-])[O-].[Si+4].B([O-])([O-])[O-].B([O-])([O-])[O-].B([O-])([O-])[O-].[Si+4].[Si+4].[F:20][C:21]([F:50])([F:49])[CH2:22][C:23]([NH:25][CH2:26][C:27]1[CH:32]=[CH:31][C:30](/[CH:33]=[CH:34]/[CH:35]([C:40]2[CH:45]=[C:44]([Cl:46])[C:43]([Cl:47])=[C:42]([Cl:48])[CH:41]=2)[C:36]([F:39])([F:38])[F:37])=[CH:29][CH:28]=1)=[O:24]. The catalyst is CS(C)=O. The product is [F:49][C:21]([F:20])([F:50])[CH2:22][C:23]([NH:25][CH2:26][C:27]1[CH:32]=[CH:31][C:30](/[CH:33]=[CH:34]\[CH:35]([C:40]2[CH:41]=[C:42]([Cl:48])[C:43]([Cl:47])=[C:44]([Cl:46])[CH:45]=2)[C:36]([F:37])([F:38])[F:39])=[CH:29][CH:28]=1)=[O:24]. The yield is 0.0800. (3) The reactants are Cl.[N:2]1[CH:7]=[CH:6][CH:5]=[CH:4][C:3]=1[CH2:8][NH:9][C:10]([CH:12]1[CH2:16][CH2:15][NH:14][CH2:13]1)=[O:11].C(N(CC)CC)C.C(O)(=O)C.[C:28]1([CH3:43])[CH:33]=[CH:32][C:31]([O:34][C:35]2[CH:36]=[C:37]([CH:40]=[CH:41][CH:42]=2)[CH:38]=O)=[CH:30][CH:29]=1.C([BH3-])#N.[Na+]. The catalyst is C1COCC1.CO. The product is [N:2]1[CH:7]=[CH:6][CH:5]=[CH:4][C:3]=1[CH2:8][NH:9][C:10]([CH:12]1[CH2:16][CH2:15][N:14]([CH2:38][C:37]2[CH:40]=[CH:41][CH:42]=[C:35]([O:34][C:31]3[CH:32]=[CH:33][C:28]([CH3:43])=[CH:29][CH:30]=3)[CH:36]=2)[CH2:13]1)=[O:11]. The yield is 0.296. (4) The reactants are [N:1]1[CH:2]=[CH:3][N:4]2[CH:9]=[C:8]([CH2:10][O:11][C:12]3[CH:17]=[CH:16][NH:15][C:14](=[O:18])[CH:13]=3)[CH:7]=[CH:6][C:5]=12.Br[C:20]1[CH:21]=[CH:22][C:23]2[C:24]3[CH2:33][N:32]([C:34]([O:36][C:37]([CH3:40])([CH3:39])[CH3:38])=[O:35])[CH2:31][CH2:30][C:25]=3[N:26]([CH3:29])[C:27]=2[CH:28]=1.OC1C=CC=C2C=1N=CC=C2.C([O-])([O-])=O.[Cs+].[Cs+]. The catalyst is CS(C)=O.[Cu]I. The product is [N:1]1[CH:2]=[CH:3][N:4]2[CH:9]=[C:8]([CH2:10][O:11][C:12]3[CH:17]=[CH:16][N:15]([C:20]4[CH:21]=[CH:22][C:23]5[C:24]6[CH2:33][N:32]([C:34]([O:36][C:37]([CH3:40])([CH3:39])[CH3:38])=[O:35])[CH2:31][CH2:30][C:25]=6[N:26]([CH3:29])[C:27]=5[CH:28]=4)[C:14](=[O:18])[CH:13]=3)[CH:7]=[CH:6][C:5]=12. The yield is 0.280. (5) The catalyst is C1(C)C=CC=CC=1.[O-2].[O-2].[Mn+4]. The yield is 0.170. The product is [S:1]1[CH:5]=[CH:4][C:3]([C:6]2[C:15]3[CH2:16][CH2:17][N:18]([C:19]([C@H:21]4[CH2:26][CH2:25][CH2:24][CH2:23][C@H:22]4[NH:27][C:28](=[O:35])[C:29]4[CH:34]=[CH:33][CH:32]=[CH:31][CH:30]=4)=[O:20])[C:14]=3[C:13]3[CH:12]=[CH:11][CH:10]=[CH:9][C:8]=3[N:7]=2)=[CH:2]1. The reactants are [S:1]1[CH:5]=[CH:4][C:3]([C@H:6]2[C@H:15]3[CH2:16][CH2:17][N:18]([C:19]([C@H:21]4[CH2:26][CH2:25][CH2:24][CH2:23][C@H:22]4[NH:27][C:28](=[O:35])[C:29]4[CH:34]=[CH:33][CH:32]=[CH:31][CH:30]=4)=[O:20])[C@H:14]3[C:13]3[CH:12]=[CH:11][CH:10]=[CH:9][C:8]=3[NH:7]2)=[CH:2]1.S1C=CC([C@H]2[C@@H]3CCN(C([C@H]4CCCC[C@H]4NC(=O)C4C=CC=CC=4)=O)[C@@H]3C3C=CC=CC=3N2)=C1. (6) The reactants are [F:1][C:2]1[CH:7]=[CH:6][C:5]([F:8])=[CH:4][C:3]=1[C@H:9]1[CH2:13][CH2:12][CH2:11][N:10]1[C:14]1[CH:19]=[CH:18][N:17]2[N:20]=[CH:21][C:22]([NH:23][C:24]([N:26]3[CH2:29][CH:28]([O:30][CH3:31])[CH2:27]3)=[O:25])=[C:16]2[N:15]=1.[S:32](=[O:36])(=[O:35])([OH:34])[OH:33]. The catalyst is CO. The product is [S:32]([OH:36])([OH:35])(=[O:34])=[O:33].[F:1][C:2]1[CH:7]=[CH:6][C:5]([F:8])=[CH:4][C:3]=1[C@H:9]1[CH2:13][CH2:12][CH2:11][N:10]1[C:14]1[CH:19]=[CH:18][N:17]2[N:20]=[CH:21][C:22]([NH:23][C:24]([N:26]3[CH2:27][CH:28]([O:30][CH3:31])[CH2:29]3)=[O:25])=[C:16]2[N:15]=1. The yield is 0.940.